From a dataset of Reaction yield outcomes from USPTO patents with 853,638 reactions. Predict the reaction yield, written as a fraction of the theoretical maximum amount of product (1.0 means a 100% yield; for example, 0.34 means a 34% yield). (1) The reactants are CO[C:3]1[CH:4]=[C:5](CCCCCCCCC2C=CC(N)=CC=2)[C:6]2[C:11]([C:12]=1OC)=[CH:10][CH:9]=[CH:8][CH:7]=2.CCN(CC)CC.Cl[C:38]1[C:39]2[C:44]([N:45]=[C:46]3[C:51]=1[CH:50]=[CH:49][CH:48]=[CH:47]3)=[CH:43][CH:42]=[CH:41][CH:40]=2. The catalyst is CO. The product is [C:10]1([C:40]2[C:39]3[C:44](=[N:45][C:46]4[C:51]([CH:38]=3)=[CH:50][CH:49]=[CH:48][CH:47]=4)[CH:43]=[CH:42][CH:41]=2)[C:11]2[C:6](=[CH:5][CH:4]=[CH:3][CH:12]=2)[CH:7]=[CH:8][CH:9]=1. The yield is 0.820. (2) The reactants are [NH:1]1[CH2:5][CH2:4][C@H:3]([CH2:6][NH:7][C:8](=[O:14])[O:9][C:10]([CH3:13])([CH3:12])[CH3:11])[CH2:2]1.[Br:15][C:16]1[C:17](F)=[C:18]2[C:24]([NH:25][C:26](=[O:30])[CH:27]([CH3:29])[CH3:28])=[CH:23][NH:22][C:19]2=[N:20][CH:21]=1.C(N(CC)C(C)C)(C)C.CC#N.O. The catalyst is CCCCO.O. The product is [Br:15][C:16]1[C:17]([N:1]2[CH2:5][CH2:4][C@H:3]([CH2:6][NH:7][C:8](=[O:14])[O:9][C:10]([CH3:11])([CH3:13])[CH3:12])[CH2:2]2)=[C:18]2[C:24]([NH:25][C:26](=[O:30])[CH:27]([CH3:28])[CH3:29])=[CH:23][NH:22][C:19]2=[N:20][CH:21]=1. The yield is 0.610.